Dataset: Peptide-MHC class I binding affinity with 185,985 pairs from IEDB/IMGT. Task: Regression. Given a peptide amino acid sequence and an MHC pseudo amino acid sequence, predict their binding affinity value. This is MHC class I binding data. The peptide sequence is WAQPGYPWPL. The MHC is Patr-B0101 with pseudo-sequence Patr-B0101. The binding affinity (normalized) is 0.